From a dataset of Catalyst prediction with 721,799 reactions and 888 catalyst types from USPTO. Predict which catalyst facilitates the given reaction. (1) Reactant: [CH3:1][O:2][C:3]1[C:4](C(O)=O)=[CH:5][C:6]2[C:11]([CH:12]=1)=[CH:10][CH:9]=[CH:8][CH:7]=2.CC[N:18]([CH2:21]C)CC.C1(P(N=[N+]=[N-])(C2C=CC=CC=2)=[O:30])C=CC=CC=1.[NH2:40][C:41]1[CH:46]=[CH:45][C:44]([CH3:47])=[CH:43][CH:42]=1. Product: [CH3:1][O:2][C:3]1[C:4]([NH:18][C:21]([NH:40][C:41]2[CH:46]=[CH:45][C:44]([CH3:47])=[CH:43][CH:42]=2)=[O:30])=[CH:5][C:6]2[C:11]([CH:12]=1)=[CH:10][CH:9]=[CH:8][CH:7]=2. The catalyst class is: 11. (2) Reactant: [N:1]([O-])=O.[Na+].[N+:5]([C:8]1[CH:14]=[CH:13][C:11]([NH2:12])=[CH:10][CH:9]=1)([O-:7])=[O:6].[ClH:15]. Product: [Cl-:15].[N+:5]([C:8]1[CH:14]=[CH:13][C:11]([N+:12]#[N:1])=[CH:10][CH:9]=1)([O-:7])=[O:6]. The catalyst class is: 6. (3) Reactant: [CH3:1][NH:2][C:3]1[CH:8]=[CH:7][C:6]([O:9][CH3:10])=[CH:5][C:4]=1[CH3:11].C(=O)([O-])[O-].[K+].[K+].Br[CH2:19][C:20](Cl)=[O:21].[CH3:23][NH:24][CH3:25]. Product: [CH3:1][N:2]([C:3]1[CH:8]=[CH:7][C:6]([O:9][CH3:10])=[CH:5][C:4]=1[CH3:11])[C:20](=[O:21])[CH2:19][N:24]([CH3:25])[CH3:23]. The catalyst class is: 54. (4) Reactant: C(OC([N:8]1[CH2:24][CH2:23][C@@H:11]2[N:12]([CH3:22])[C:13]3[C:14]([C:20]#[N:21])=[CH:15][C:16](Br)=[CH:17][C:18]=3[C@@H:10]2[CH2:9]1)=O)(C)(C)C.[Br-].[CH2:26]([Zn+])[CH2:27][C:28]1[CH:33]=[CH:32][CH:31]=[CH:30][CH:29]=1. Product: [CH3:22][N:12]1[C:13]2[C:18](=[CH:17][C:16]([CH2:26][CH2:27][C:28]3[CH:33]=[CH:32][CH:31]=[CH:30][CH:29]=3)=[CH:15][C:14]=2[C:20]#[N:21])[C@@H:10]2[CH2:9][NH:8][CH2:24][CH2:23][C@H:11]12. The catalyst class is: 73. (5) Reactant: [CH3:1][S:2][C:3]1[C:7]([C:8]#[N:9])=[C:6]([NH:10][C:11]2[CH:16]=[CH:15][N:14]=[CH:13][CH:12]=2)[S:5][N:4]=1.[OH-:17].[Na+]. Product: [CH3:1][S:2][C:3]1[C:7]([C:8]([NH2:9])=[O:17])=[C:6]([NH:10][C:11]2[CH:16]=[CH:15][N:14]=[CH:13][CH:12]=2)[S:5][N:4]=1. The catalyst class is: 65.